This data is from Reaction yield outcomes from USPTO patents with 853,638 reactions. The task is: Predict the reaction yield, written as a fraction of the theoretical maximum amount of product (1.0 means a 100% yield; for example, 0.34 means a 34% yield). (1) The reactants are [F:1][C:2]1[CH:6]=[N:5][N:4]([CH3:7])[C:3]=1[C:8]1[CH:9]=[C:10]([NH2:16])[CH:11]=[CH:12][C:13]=1[O:14][CH3:15].[F:17][C:18]1[CH:23]=[C:22]([F:24])[CH:21]=[CH:20][C:19]=1[N:25]=[C:26]=[O:27]. No catalyst specified. The product is [F:17][C:18]1[CH:23]=[C:22]([F:24])[CH:21]=[CH:20][C:19]=1[NH:25][C:26]([NH:16][C:10]1[CH:11]=[CH:12][C:13]([O:14][CH3:15])=[C:8]([C:3]2[N:4]([CH3:7])[N:5]=[CH:6][C:2]=2[F:1])[CH:9]=1)=[O:27]. The yield is 0.580. (2) The reactants are Br[CH2:2][CH2:3][CH:4]1[CH2:13][CH2:12][C:11]2[C:6](=[CH:7][C:8]([O:14][CH3:15])=[CH:9][CH:10]=2)[CH2:5]1.C(=O)([O-])[O-].[K+].[K+].[N:22]1[CH:27]=[CH:26][CH:25]=[CH:24][C:23]=1[N:28]1[CH2:33][CH2:32][NH:31][CH2:30][CH2:29]1. The catalyst is C(#N)C. The product is [CH3:15][O:14][C:8]1[CH:7]=[C:6]2[C:11]([CH2:12][CH2:13][CH:4]([CH2:3][CH2:2][N:31]3[CH2:32][CH2:33][N:28]([C:23]4[CH:24]=[CH:25][CH:26]=[CH:27][N:22]=4)[CH2:29][CH2:30]3)[CH2:5]2)=[CH:10][CH:9]=1. The yield is 1.00.